Predict the product of the given reaction. From a dataset of Forward reaction prediction with 1.9M reactions from USPTO patents (1976-2016). Given the reactants [CH3:1][C:2](=[N:4][OH:5])[CH3:3].CC([O-])(C)C.[K+].C(C1[C:16](F)=[C:17]([F:33])[C:18]([NH:25][C:26]2[CH:31]=[CH:30][CH:29]=[CH:28][C:27]=2[F:32])=[C:19]([CH:24]=1)[C:20]([O:22][CH3:23])=[O:21])(=O)C, predict the reaction product. The product is: [F:33][C:17]1[C:16]2[O:5][N:4]=[C:2]([CH3:3])[C:1]=2[CH:24]=[C:19]([C:20]([O:22][CH3:23])=[O:21])[C:18]=1[NH:25][C:26]1[CH:31]=[CH:30][CH:29]=[CH:28][C:27]=1[F:32].